This data is from Forward reaction prediction with 1.9M reactions from USPTO patents (1976-2016). The task is: Predict the product of the given reaction. (1) Given the reactants Cl.[CH:2]([NH:5][NH2:6])([CH3:4])[CH3:3].CN(C)[CH:9]=[CH:10][C:11](=O)[C:12]([O:14][CH2:15][CH3:16])=[O:13], predict the reaction product. The product is: [CH:2]([N:5]1[C:11]([C:12]([O:14][CH2:15][CH3:16])=[O:13])=[CH:10][CH:9]=[N:6]1)([CH3:4])[CH3:3]. (2) The product is: [CH3:18][NH:19][C:13]([C:5]1[N:6]([CH3:12])[C:7]2[C:3]([CH:4]=1)=[CH:2][CH:10]=[CH:9][CH:8]=2)=[O:15]. Given the reactants Cl[C:2]1[CH:10]=[C:9](Cl)[CH:8]=[C:7]2[C:3]=1[CH:4]=[C:5]([C:13]([O:15]CC)=O)[N:6]2[CH3:12].[CH3:18][NH2:19].CO, predict the reaction product. (3) Given the reactants [CH3:1][C:2]1[S:6][C:5]([CH:7]=O)=[N:4][CH:3]=1.N1C=CC=CC=1.[OH:15][NH2:16].Cl, predict the reaction product. The product is: [CH3:1][C:2]1[S:6][C:5]([CH:7]=[N:16][OH:15])=[N:4][CH:3]=1. (4) Given the reactants Cl[C:2]1[CH:7]=[C:6]([O:8][CH2:9][CH2:10][C:11]2[C:20]3[C:15](=[CH:16][CH:17]=[CH:18][CH:19]=3)[C:14]([NH:21]C(=O)OC(C)(C)C)=[CH:13][CH:12]=2)[CH:5]=[CH:4][N:3]=1.C(=O)(OC(C)(C)C)[NH2:30].C([O-])([O-])=O.[Cs+].[Cs+].O, predict the reaction product. The product is: [NH2:21][C:14]1[C:15]2[C:20](=[CH:19][CH:18]=[CH:17][CH:16]=2)[C:11]([CH2:10][CH2:9][O:8][C:6]2[CH:5]=[CH:4][N:3]=[C:2]([NH2:30])[CH:7]=2)=[CH:12][CH:13]=1. (5) The product is: [Cl:1][C:2]1[CH:7]=[CH:6][N:5]=[C:4]2[CH:8]=[C:9]([C:11]3[O:12][CH:25]=[N:24][CH:23]=3)[S:10][C:3]=12. Given the reactants [Cl:1][C:2]1[CH:7]=[CH:6][N:5]=[C:4]2[CH:8]=[C:9]([CH:11]=[O:12])[S:10][C:3]=12.CC1C=CC(S([CH2:23][N+:24]#[C-:25])(=O)=O)=CC=1.C(=O)([O-])[O-].[K+].[K+], predict the reaction product. (6) Given the reactants [CH2:1]([O:3][C:4](=[O:16])[C:5]1[CH:10]=[C:9]([S:11](Cl)(=[O:13])=[O:12])[CH:8]=[N:7][C:6]=1[Cl:15])[CH3:2].CN.O1CCCC1.[CH2:24]([N:26](CC)CC)C, predict the reaction product. The product is: [Cl:15][C:6]1[N:7]=[CH:8][C:9]([S:11](=[O:13])(=[O:12])[NH:26][CH3:24])=[CH:10][C:5]=1[C:4]([O:3][CH2:1][CH3:2])=[O:16]. (7) Given the reactants [CH2:1]([NH:3][CH2:4]/[CH:5]=[CH:6]\[C:7]1[CH:12]=[C:11]([F:13])[CH:10]=[CH:9][C:8]=1[S:14]([NH:17][C:18]1[C:27]([C:28]([O:30][CH3:31])=[O:29])=[C:26]2[C:21]([CH:22]3[CH2:32][CH:23]3[CH2:24][O:25]2)=[CH:20][CH:19]=1)(=[O:16])=[O:15])[CH3:2].COC(N(C1C(C(OC)=O)=C2C(C3CC3CO2)=CC=1)S([C:41]1C=CC(F)=C[C:42]=1/C=C\CO)(=O)=O)=O.N1CCCC1, predict the reaction product. The product is: [N:3]1([CH2:4]/[CH:5]=[CH:6]\[C:7]2[CH:12]=[C:11]([F:13])[CH:10]=[CH:9][C:8]=2[S:14]([NH:17][C:18]2[C:27]([C:28]([O:30][CH3:31])=[O:29])=[C:26]3[C:21]([CH:22]4[CH2:32][CH:23]4[CH2:24][O:25]3)=[CH:20][CH:19]=2)(=[O:16])=[O:15])[CH2:42][CH2:41][CH2:2][CH2:1]1. (8) Given the reactants N1(CC2[NH:13][C:14](=[S:17])[NH:15]C=2)C2C(=CC=CC=2)CCC1.[CH2:27]([SnH]([CH2:27][CH2:28][CH2:29][CH3:30])[CH2:27][CH2:28][CH2:29][CH3:30])[CH2:28][CH2:29][CH3:30].[N:31]([C:38](C)(C)[C:39]#N)=NC(C)(C)C#N.[C:43]1([CH3:49])[CH:48]=[CH:47][CH:46]=[CH:45][CH:44]=1, predict the reaction product. The product is: [N:31]1[C:44]2[CH2:45][CH2:46][CH2:47][CH2:48][C:43]=2[C:49]([CH:29]([C:28]2[NH:13][C:14](=[S:17])[NH:15][CH:27]=2)[CH3:30])=[CH:39][CH:38]=1. (9) Given the reactants [OH:1][C@H:2]1[CH2:7][CH2:6][C@H:5]([N:8]2[CH2:12][CH2:11][C@@:10]3([CH2:17][CH2:16][CH2:15][N:14]([C:18]([O:20][CH2:21][C:22]4[CH:27]=[CH:26][CH:25]=[CH:24][CH:23]=4)=[O:19])[CH2:13]3)[C:9]2=[O:28])[CH2:4][CH2:3]1.CN(C)C=O.N1C=CN=C1.Cl[Si:40]([CH2:45][CH3:46])([CH2:43][CH3:44])[CH2:41][CH3:42], predict the reaction product. The product is: [O:28]=[C:9]1[C@:10]2([CH2:17][CH2:16][CH2:15][N:14]([C:18]([O:20][CH2:21][C:22]3[CH:23]=[CH:24][CH:25]=[CH:26][CH:27]=3)=[O:19])[CH2:13]2)[CH2:11][CH2:12][N:8]1[C@H:5]1[CH2:4][CH2:3][C@H:2]([O:1][Si:40]([CH2:45][CH3:46])([CH2:43][CH3:44])[CH2:41][CH3:42])[CH2:7][CH2:6]1. (10) Given the reactants [F:1][C:2]1[CH:7]=[CH:6][C:5]([N+:8]([O-])=O)=[CH:4][C:3]=1[C:11]1[CH:16]=[CH:15][CH:14]=[CH:13][C:12]=1[S:17][CH3:18].O.O.[Sn](Cl)Cl, predict the reaction product. The product is: [F:1][C:2]1[CH:7]=[CH:6][C:5]([NH2:8])=[CH:4][C:3]=1[C:11]1[CH:16]=[CH:15][CH:14]=[CH:13][C:12]=1[S:17][CH3:18].